Predict the product of the given reaction. From a dataset of Forward reaction prediction with 1.9M reactions from USPTO patents (1976-2016). (1) Given the reactants Br[C:2]1[CH:7]=[C:6]([CH3:8])[C:5]([CH:9]2[C:13](=[O:14])/[C:12](=[CH:15]/[CH:16]3[CH2:21][CH2:20][CH2:19][CH2:18][CH2:17]3)/[CH2:11][C:10]2=[O:22])=[C:4]([CH3:23])[CH:3]=1, predict the reaction product. The product is: [CH:16]1([CH2:15][CH:12]2[CH2:11][C:10](=[O:22])[CH:9]([C:5]3[C:6]([CH3:8])=[CH:7][CH:2]=[CH:3][C:4]=3[CH3:23])[C:13]2=[O:14])[CH2:17][CH2:18][CH2:19][CH2:20][CH2:21]1. (2) Given the reactants Cl.[NH2:2][C@@H:3]1[CH2:8][CH2:7][CH2:6][N:5]([C:9]([C:11]2[S:12][C:13]([C:16]3[C:20]([CH3:21])=[C:19]([C:22]([F:25])([F:24])[F:23])[O:18][N:17]=3)=[CH:14][CH:15]=2)=[O:10])[CH2:4]1.C(N(CC)CC)C.[CH3:33][S:34](Cl)(=[O:36])=[O:35], predict the reaction product. The product is: [CH3:21][C:20]1[C:16]([C:13]2[S:12][C:11]([C:9]([N:5]3[CH2:6][CH2:7][CH2:8][C@@H:3]([NH:2][S:34]([CH3:33])(=[O:36])=[O:35])[CH2:4]3)=[O:10])=[CH:15][CH:14]=2)=[N:17][O:18][C:19]=1[C:22]([F:25])([F:24])[F:23]. (3) Given the reactants C(OC([N:8]1[CH2:12][C@@H:11]([CH2:13][N:14]([CH:32]([CH3:34])[CH3:33])[C:15]([C:17]2[CH:25]=[C:24]3[C:20]([C:21]([CH3:31])=[CH:22][N:23]3[CH2:26][CH2:27][CH2:28][O:29][CH3:30])=[CH:19][CH:18]=2)=[O:16])[C@H:10]([NH2:35])[CH2:9]1)=O)(C)(C)C.Cl[C:37]([O:39][CH2:40][C:41]1[CH:46]=[CH:45][CH:44]=[CH:43][CH:42]=1)=[O:38].CC#N.O.CC#N, predict the reaction product. The product is: [CH2:40]([O:39][C:37](=[O:38])[NH:35][C@H:10]1[C@H:11]([CH2:13][N:14]([CH:32]([CH3:33])[CH3:34])[C:15]([C:17]2[CH:25]=[C:24]3[C:20]([C:21]([CH3:31])=[CH:22][N:23]3[CH2:26][CH2:27][CH2:28][O:29][CH3:30])=[CH:19][CH:18]=2)=[O:16])[CH2:12][NH:8][CH2:9]1)[C:41]1[CH:46]=[CH:45][CH:44]=[CH:43][CH:42]=1. (4) Given the reactants [Cl:1][C:2]1[CH:7]=[CH:6][C:5]([CH:8]([NH:13][C:14](=[O:23])[CH2:15][C:16]2[CH:21]=[CH:20][C:19]([OH:22])=[CH:18][CH:17]=2)[CH2:9][CH:10]([CH3:12])[CH3:11])=[C:4]([CH3:24])[CH:3]=1.C([O-])([O-])=O.[Cs+].[Cs+].Cl[CH2:32][C:33]1[C:34]([CH3:39])=[N:35][CH:36]=[CH:37][CH:38]=1, predict the reaction product. The product is: [Cl:1][C:2]1[CH:7]=[CH:6][C:5]([CH:8]([NH:13][C:14](=[O:23])[CH2:15][C:16]2[CH:17]=[CH:18][C:19]([O:22][CH2:32][C:33]3[C:34]([CH3:39])=[N:35][CH:36]=[CH:37][CH:38]=3)=[CH:20][CH:21]=2)[CH2:9][CH:10]([CH3:11])[CH3:12])=[C:4]([CH3:24])[CH:3]=1. (5) Given the reactants [F:1][C:2]1[CH:10]=[CH:9][C:8]([C:11]#[N:12])=[C:7]2[C:3]=1[CH:4]=[C:5](I)[N:6]2[S:13]([C:16]1[CH:22]=[CH:21][C:19]([CH3:20])=[CH:18][CH:17]=1)(=[O:15])=[O:14].CC1(C)C(C)(C)OB([C:32]2[CH2:37][CH2:36][N:35]([C:38]([O:40][C:41]([CH3:44])([CH3:43])[CH3:42])=[O:39])[CH2:34][CH:33]=2)O1.C1COCC1.C([O-])([O-])=O.[Na+].[Na+], predict the reaction product. The product is: [C:11]([C:8]1[CH:9]=[CH:10][C:2]([F:1])=[C:3]2[C:7]=1[N:6]([S:13]([C:16]1[CH:22]=[CH:21][C:19]([CH3:20])=[CH:18][CH:17]=1)(=[O:15])=[O:14])[C:5]([C:32]1[CH2:37][CH2:36][N:35]([C:38]([O:40][C:41]([CH3:44])([CH3:43])[CH3:42])=[O:39])[CH2:34][CH:33]=1)=[CH:4]2)#[N:12]. (6) Given the reactants [CH:1]1[C:18]2=[C:19]3[C:8]([C:9]4[C:20]5[C:13](=[CH:14][CH:15]=[CH:16][C:17]2=5)[CH:12]=[CH:11][CH:10]=4)=[CH:7][CH:6]=[CH:5][C:4]3=[CH:3][CH:2]=1.[CH2:21]([O:23][CH:24]([O:27][CH2:28][CH3:29])[CH2:25]Br)[CH3:22], predict the reaction product. The product is: [CH2:21]([O:23][CH:24]([O:27][CH2:28][CH3:29])[CH2:25][C:16]1[C:17]2=[C:20]3[C:9]([C:8]4[C:19]5[C:4](=[CH:3][CH:2]=[CH:1][C:18]2=5)[CH:5]=[CH:6][CH:7]=4)=[CH:10][CH:11]=[CH:12][C:13]3=[CH:14][CH:15]=1)[CH3:22]. (7) Given the reactants C(N(CC)CC)C.C[O:9][C:10]([C:12]1[CH:20]=[CH:19][C:15]([C:16](Cl)=[O:17])=[CH:14][CH:13]=1)=[O:11].[NH2:21][C:22]1[CH:23]=[C:24]([CH:37]=[CH:38][C:39]=1[CH3:40])[C:25]([NH:27][C:28]1[CH:33]=[CH:32][CH:31]=[C:30]([N:34]([CH3:36])[CH3:35])[CH:29]=1)=[O:26], predict the reaction product. The product is: [C:10]([C:12]1[CH:20]=[CH:19][C:15]([C:16]([NH:21][C:22]2[CH:23]=[C:24]([CH:37]=[CH:38][C:39]=2[CH3:40])[C:25]([NH:27][C:28]2[CH:33]=[CH:32][CH:31]=[C:30]([N:34]([CH3:36])[CH3:35])[CH:29]=2)=[O:26])=[O:17])=[CH:14][CH:13]=1)([OH:9])=[O:11].